From a dataset of NCI-60 drug combinations with 297,098 pairs across 59 cell lines. Regression. Given two drug SMILES strings and cell line genomic features, predict the synergy score measuring deviation from expected non-interaction effect. (1) Drug 1: CNC(=O)C1=CC=CC=C1SC2=CC3=C(C=C2)C(=NN3)C=CC4=CC=CC=N4. Drug 2: CCCS(=O)(=O)NC1=C(C(=C(C=C1)F)C(=O)C2=CNC3=C2C=C(C=N3)C4=CC=C(C=C4)Cl)F. Cell line: NCI/ADR-RES. Synergy scores: CSS=-1.37, Synergy_ZIP=0.847, Synergy_Bliss=-1.18, Synergy_Loewe=-1.04, Synergy_HSA=-2.79. (2) Drug 1: CC1=C(C=C(C=C1)C(=O)NC2=CC(=CC(=C2)C(F)(F)F)N3C=C(N=C3)C)NC4=NC=CC(=N4)C5=CN=CC=C5. Drug 2: CC12CCC3C(C1CCC2O)C(CC4=C3C=CC(=C4)O)CCCCCCCCCS(=O)CCCC(C(F)(F)F)(F)F. Cell line: EKVX. Synergy scores: CSS=-3.66, Synergy_ZIP=1.65, Synergy_Bliss=-0.0292, Synergy_Loewe=-1.39, Synergy_HSA=-2.68. (3) Drug 1: C1C(C(OC1N2C=C(C(=O)NC2=O)F)CO)O. Drug 2: C1C(C(OC1N2C=NC3=C(N=C(N=C32)Cl)N)CO)O. Cell line: SN12C. Synergy scores: CSS=56.3, Synergy_ZIP=-4.40, Synergy_Bliss=-4.80, Synergy_Loewe=-2.56, Synergy_HSA=0.119. (4) Drug 1: C1=CC(=CC=C1CCCC(=O)O)N(CCCl)CCCl. Drug 2: CN1C2=C(C=C(C=C2)N(CCCl)CCCl)N=C1CCCC(=O)O.Cl. Cell line: RPMI-8226. Synergy scores: CSS=49.4, Synergy_ZIP=-0.943, Synergy_Bliss=-4.13, Synergy_Loewe=-18.9, Synergy_HSA=-6.78. (5) Drug 2: C1=NNC2=C1C(=O)NC=N2. Cell line: NCI-H322M. Drug 1: C1C(C(OC1N2C=C(C(=O)NC2=O)F)CO)O. Synergy scores: CSS=0.594, Synergy_ZIP=-0.536, Synergy_Bliss=1.36, Synergy_Loewe=-3.55, Synergy_HSA=-0.589. (6) Drug 1: C1=NC(=NC(=O)N1C2C(C(C(O2)CO)O)O)N. Drug 2: CC1C(C(CC(O1)OC2CC(OC(C2O)C)OC3=CC4=CC5=C(C(=O)C(C(C5)C(C(=O)C(C(C)O)O)OC)OC6CC(C(C(O6)C)O)OC7CC(C(C(O7)C)O)OC8CC(C(C(O8)C)O)(C)O)C(=C4C(=C3C)O)O)O)O. Cell line: NCI-H460. Synergy scores: CSS=67.3, Synergy_ZIP=-2.19, Synergy_Bliss=-0.794, Synergy_Loewe=-3.25, Synergy_HSA=0.289. (7) Drug 1: CC1=C(C=C(C=C1)C(=O)NC2=CC(=CC(=C2)C(F)(F)F)N3C=C(N=C3)C)NC4=NC=CC(=N4)C5=CN=CC=C5. Drug 2: COC1=NC(=NC2=C1N=CN2C3C(C(C(O3)CO)O)O)N. Cell line: MDA-MB-231. Synergy scores: CSS=-14.7, Synergy_ZIP=6.20, Synergy_Bliss=1.56, Synergy_Loewe=-13.9, Synergy_HSA=-13.2. (8) Drug 1: C1CC(C1)(C(=O)O)C(=O)O.[NH2-].[NH2-].[Pt+2]. Drug 2: C1CNP(=O)(OC1)N(CCCl)CCCl. Cell line: A498. Synergy scores: CSS=0.150, Synergy_ZIP=-1.28, Synergy_Bliss=-5.07, Synergy_Loewe=-3.90, Synergy_HSA=-4.86. (9) Drug 1: C1=CC(=CC=C1CC(C(=O)O)N)N(CCCl)CCCl.Cl. Drug 2: C1CCC(C(C1)N)N.C(=O)(C(=O)[O-])[O-].[Pt+4]. Cell line: UACC62. Synergy scores: CSS=14.6, Synergy_ZIP=-5.12, Synergy_Bliss=-0.966, Synergy_Loewe=-16.1, Synergy_HSA=0.495.